Dataset: NCI-60 drug combinations with 297,098 pairs across 59 cell lines. Task: Regression. Given two drug SMILES strings and cell line genomic features, predict the synergy score measuring deviation from expected non-interaction effect. (1) Drug 1: C1=CC(=CC=C1CC(C(=O)O)N)N(CCCl)CCCl.Cl. Drug 2: C1C(C(OC1N2C=NC(=NC2=O)N)CO)O. Cell line: SN12C. Synergy scores: CSS=26.6, Synergy_ZIP=-5.55, Synergy_Bliss=0.720, Synergy_Loewe=-1.59, Synergy_HSA=-0.341. (2) Drug 1: CCC1(CC2CC(C3=C(CCN(C2)C1)C4=CC=CC=C4N3)(C5=C(C=C6C(=C5)C78CCN9C7C(C=CC9)(C(C(C8N6C=O)(C(=O)OC)O)OC(=O)C)CC)OC)C(=O)OC)O.OS(=O)(=O)O. Drug 2: C1CNP(=O)(OC1)N(CCCl)CCCl. Cell line: K-562. Synergy scores: CSS=27.7, Synergy_ZIP=-5.15, Synergy_Bliss=-4.01, Synergy_Loewe=-51.8, Synergy_HSA=-2.86. (3) Drug 1: C1=CC(=C2C(=C1NCCNCCO)C(=O)C3=C(C=CC(=C3C2=O)O)O)NCCNCCO. Drug 2: C1CCC(CC1)NC(=O)N(CCCl)N=O. Cell line: PC-3. Synergy scores: CSS=15.3, Synergy_ZIP=-12.4, Synergy_Bliss=-9.38, Synergy_Loewe=-7.75, Synergy_HSA=-5.80. (4) Drug 1: C1=CC(=CC=C1C#N)C(C2=CC=C(C=C2)C#N)N3C=NC=N3. Drug 2: CN1C(=O)N2C=NC(=C2N=N1)C(=O)N. Cell line: PC-3. Synergy scores: CSS=-3.26, Synergy_ZIP=1.13, Synergy_Bliss=0.119, Synergy_Loewe=-5.59, Synergy_HSA=-5.55. (5) Drug 1: COC1=CC(=CC(=C1O)OC)C2C3C(COC3=O)C(C4=CC5=C(C=C24)OCO5)OC6C(C(C7C(O6)COC(O7)C8=CC=CS8)O)O. Drug 2: C1CN(CCN1C(=O)CCBr)C(=O)CCBr. Cell line: HCT116. Synergy scores: CSS=55.0, Synergy_ZIP=0.500, Synergy_Bliss=1.47, Synergy_Loewe=2.91, Synergy_HSA=5.45. (6) Drug 1: B(C(CC(C)C)NC(=O)C(CC1=CC=CC=C1)NC(=O)C2=NC=CN=C2)(O)O. Drug 2: N.N.Cl[Pt+2]Cl. Cell line: COLO 205. Synergy scores: CSS=55.7, Synergy_ZIP=-6.84, Synergy_Bliss=-2.52, Synergy_Loewe=0.333, Synergy_HSA=1.80. (7) Drug 1: C1CCC(C1)C(CC#N)N2C=C(C=N2)C3=C4C=CNC4=NC=N3. Drug 2: C1=NC2=C(N1)C(=S)N=CN2. Cell line: HT29. Synergy scores: CSS=-3.21, Synergy_ZIP=-6.93, Synergy_Bliss=-17.9, Synergy_Loewe=-45.1, Synergy_HSA=-22.2.